This data is from Reaction yield outcomes from USPTO patents with 853,638 reactions. The task is: Predict the reaction yield, written as a fraction of the theoretical maximum amount of product (1.0 means a 100% yield; for example, 0.34 means a 34% yield). (1) The reactants are Br[C:2]1[CH:7]=[CH:6][C:5]([F:8])=[CH:4][C:3]=1[CH3:9].CN([CH:13]=[O:14])C. The catalyst is C1COCC1. The product is [F:8][C:5]1[CH:6]=[CH:7][C:2]([CH:13]=[O:14])=[C:3]([CH3:9])[CH:4]=1. The yield is 0.920. (2) The reactants are C([NH:8][C@H:9]([C:13]([OH:15])=[O:14])[CH:10]([CH3:12])[CH3:11])(OC(C)(C)C)=O.C1(N=C=NC2CCCCC2)CCCCC1.O[CH2:32][C@H:33]([CH2:46][CH2:47][O:48][C:49](=[O:67])[CH2:50][CH2:51][CH2:52][CH2:53][CH2:54][CH2:55][CH2:56][CH2:57][CH2:58][CH2:59][CH2:60][CH2:61][CH2:62][CH2:63][CH2:64][CH2:65][CH3:66])[CH2:34][N:35]1[CH:43]=[N:42][C:41]2[C:40](=[O:44])[NH:39][C:38]([NH2:45])=[N:37][C:36]1=2.CN(C)C=O. The catalyst is ClCCl.CN(C)C1C=CN=CC=1. The product is [NH2:8][C@H:9]([C:13]([O:15][CH2:32][C@H:33]([CH2:46][CH2:47][O:48][C:49](=[O:67])[CH2:50][CH2:51][CH2:52][CH2:53][CH2:54][CH2:55][CH2:56][CH2:57][CH2:58][CH2:59][CH2:60][CH2:61][CH2:62][CH2:63][CH2:64][CH2:65][CH3:66])[CH2:34][N:35]1[CH:43]=[N:42][C:41]2[C:40](=[O:44])[NH:39][C:38]([NH2:45])=[N:37][C:36]1=2)=[O:14])[CH:10]([CH3:11])[CH3:12]. The yield is 0.390. (3) The reactants are [CH2:1]([O:8][C:9]([N:11]1[CH2:16][CH2:15][CH:14]([CH:17]([C:23]([O:25][C:26]([CH3:29])([CH3:28])[CH3:27])=[O:24])[CH2:18][S:19](Cl)(=[O:21])=[O:20])[CH2:13][CH2:12]1)=[O:10])[C:2]1[CH:7]=[CH:6][CH:5]=[CH:4][CH:3]=1.[Cl:30][C:31]([Cl:57])([Cl:56])[CH2:32][O:33][C:34]([N:36]1[C:48]2[CH2:47][N:46](C(OC(C)(C)C)=O)[CH2:45][CH2:44][C:43]=2[C:42]2[C:37]1=[CH:38][CH:39]=[CH:40][CH:41]=2)=[O:35]. The catalyst is CCCCCCC.C(OCC)(=O)C. The product is [Cl:57][C:31]([Cl:30])([Cl:56])[CH2:32][O:33][C:34]([N:36]1[C:48]2[CH2:47][N:46]([S:19]([CH2:18][CH:17]([CH:14]3[CH2:15][CH2:16][N:11]([C:9]([O:8][CH2:1][C:2]4[CH:7]=[CH:6][CH:5]=[CH:4][CH:3]=4)=[O:10])[CH2:12][CH2:13]3)[C:23]([O:25][C:26]([CH3:29])([CH3:28])[CH3:27])=[O:24])(=[O:21])=[O:20])[CH2:45][CH2:44][C:43]=2[C:42]2[C:37]1=[CH:38][CH:39]=[CH:40][CH:41]=2)=[O:35]. The yield is 0.610. (4) The reactants are Cl[CH2:2][C:3]([C:5]1[CH:10]=[CH:9][C:8]([F:11])=[CH:7][CH:6]=1)=[O:4].[CH2:12]([NH:15][CH2:16][CH:17]=[CH2:18])[CH:13]=[CH2:14].O. The catalyst is C(#N)C. The product is [CH2:12]([N:15]([CH2:16][CH:17]=[CH2:18])[CH2:2][C:3]([C:5]1[CH:10]=[CH:9][C:8]([F:11])=[CH:7][CH:6]=1)=[O:4])[CH:13]=[CH2:14]. The yield is 1.18. (5) The reactants are [F:1][C:2]([F:22])([F:21])[C:3]1[CH:20]=[CH:19][C:6]([CH2:7][NH:8][CH2:9][C:10]2[CH:11]=[C:12]([O:17][CH3:18])[CH:13]=[CH:14][C:15]=2[Br:16])=[CH:5][CH:4]=1.[C:23](O[C:23]([O:25][C:26]([CH3:29])([CH3:28])[CH3:27])=[O:24])([O:25][C:26]([CH3:29])([CH3:28])[CH3:27])=[O:24]. The catalyst is C1COCC1. The product is [C:26]([O:25][C:23]([N:8]([CH2:9][C:10]1[CH:11]=[C:12]([O:17][CH3:18])[CH:13]=[CH:14][C:15]=1[Br:16])[CH2:7][C:6]1[CH:19]=[CH:20][C:3]([C:2]([F:1])([F:21])[F:22])=[CH:4][CH:5]=1)=[O:24])([CH3:29])([CH3:28])[CH3:27]. The yield is 0.950. (6) The reactants are [CH3:1][C:2]1[C:3]([C@H:8]2[CH2:13][CH2:12][CH2:11][C@@H:10]([C:14]3[C:19]([CH3:20])=[CH:18][CH:17]=[CH:16][N:15]=3)[NH:9]2)=[N:4][CH:5]=[CH:6][CH:7]=1.Br[CH2:22][C:23]1[C:24]([C:28]#[N:29])=[CH:25][S:26][CH:27]=1.CCN(C(C)C)C(C)C. The catalyst is CN(C=O)C. The product is [CH3:1][C:2]1[C:3]([CH:8]2[CH2:13][CH2:12][CH2:11][CH:10]([C:14]3[C:19]([CH3:20])=[CH:18][CH:17]=[CH:16][N:15]=3)[N:9]2[CH2:22][C:23]2[C:24]([C:28]#[N:29])=[CH:25][S:26][CH:27]=2)=[N:4][CH:5]=[CH:6][CH:7]=1. The yield is 0.840.